This data is from Forward reaction prediction with 1.9M reactions from USPTO patents (1976-2016). The task is: Predict the product of the given reaction. Given the reactants [C@H:1]12[CH2:6][C@H:5]1[CH2:4][C@@H:3]([CH2:7][NH:8][C:9]([C:11]1[N:18]3[C:14]([S:15][CH:16]=[CH:17]3)=[N:13][C:12]=1[CH3:19])=[O:10])[NH:2]2.[NH2:20][C:21]1[S:22][C:23]([C:29]2[CH:34]=[CH:33][CH:32]=[C:31]([F:35])[CH:30]=2)=[C:24]([C:26](O)=[O:27])[N:25]=1, predict the reaction product. The product is: [NH2:20][C:21]1[S:22][C:23]([C:29]2[CH:34]=[CH:33][CH:32]=[C:31]([F:35])[CH:30]=2)=[C:24]([C:26]([N:2]2[C@H:3]([CH2:7][NH:8][C:9]([C:11]3[N:18]4[C:14]([S:15][CH:16]=[CH:17]4)=[N:13][C:12]=3[CH3:19])=[O:10])[CH2:4][C@H:5]3[C@@H:1]2[CH2:6]3)=[O:27])[N:25]=1.